This data is from Reaction yield outcomes from USPTO patents with 853,638 reactions. The task is: Predict the reaction yield, written as a fraction of the theoretical maximum amount of product (1.0 means a 100% yield; for example, 0.34 means a 34% yield). (1) The reactants are [CH3:1][C:2]1[CH:3]=[C:4]([CH:8]=[C:9]([N+:14]([O-:16])=[O:15])[C:10]=1[N+:11]([O-:13])=[O:12])[C:5](O)=[O:6].B.O1CCCC1. The catalyst is O1CCCC1. The product is [CH3:1][C:2]1[CH:3]=[C:4]([CH2:5][OH:6])[CH:8]=[C:9]([N+:14]([O-:16])=[O:15])[C:10]=1[N+:11]([O-:13])=[O:12]. The yield is 0.860. (2) The reactants are [Cl:1][C:2]1[C:3]([CH3:9])=[CH:4][C:5]([NH2:8])=[N:6][CH:7]=1.[C:10](N1C=CC=CC1=O)(N1C=CC=CC1=O)=[S:11]. The catalyst is ClCCl. The product is [Cl:1][C:2]1[C:3]([CH3:9])=[CH:4][C:5]([N:8]=[C:10]=[S:11])=[N:6][CH:7]=1. The yield is 0.850. (3) The reactants are CON(C)[C:4]([C:6]1[N:11]([C:12]2[CH:17]=[CH:16][CH:15]=[CH:14][CH:13]=2)[C:10](=[O:18])[N:9]2[CH:19]=[CH:20][CH:21]=[C:8]2[CH:7]=1)=[O:5].[CH3:23][Mg]Br. The catalyst is C1COCC1.CCOCC. The product is [C:4]([C:6]1[N:11]([C:12]2[CH:17]=[CH:16][CH:15]=[CH:14][CH:13]=2)[C:10](=[O:18])[N:9]2[CH:19]=[CH:20][CH:21]=[C:8]2[CH:7]=1)(=[O:5])[CH3:23]. The yield is 0.470. (4) The reactants are [OH:1][CH2:2][CH2:3][C:4]1[CH:12]=[CH:11][CH:10]=[C:9]2[C:5]=1[CH2:6][C:7](=[O:13])[NH:8]2.[CH3:14][C:15]1[C:19]([C:20]([N:22]2[CH2:27][CH2:26][N:25]([CH3:28])[CH2:24][CH2:23]2)=[O:21])=[C:18]([CH3:29])[NH:17][C:16]=1[CH:30]=O. No catalyst specified. The product is [CH3:14][C:15]1[C:19]([C:20]([N:22]2[CH2:23][CH2:24][N:25]([CH3:28])[CH2:26][CH2:27]2)=[O:21])=[C:18]([CH3:29])[NH:17][C:16]=1[CH:30]=[C:6]1[C:5]2[C:9](=[CH:10][CH:11]=[CH:12][C:4]=2[CH2:3][CH2:2][OH:1])[NH:8][C:7]1=[O:13]. The yield is 0.550. (5) The reactants are [Cl:1][C:2]1[C:7]([CH2:8]Cl)=[CH:6][CH:5]=[CH:4][N:3]=1.BrC(Br)C.[Cl:14][C:15]1([C:18](Cl)=[O:19])[CH2:17][CH2:16]1. The catalyst is C1COCC1.[Zn].Cl[Pd](Cl)([P](C1C=CC=CC=1)(C1C=CC=CC=1)C1C=CC=CC=1)[P](C1C=CC=CC=1)(C1C=CC=CC=1)C1C=CC=CC=1. The product is [Cl:14][C:15]1([C:18](=[O:19])[CH2:8][C:7]2[C:2]([Cl:1])=[N:3][CH:4]=[CH:5][CH:6]=2)[CH2:17][CH2:16]1. The yield is 0.560. (6) The reactants are C[O:2][C:3](=O)[C:4]1[CH:9]=[CH:8][C:7]([Br:10])=[CH:6][C:5]=1[CH2:11]Br.[NH3:14]. The catalyst is CO. The product is [Br:10][C:7]1[CH:6]=[C:5]2[C:4](=[CH:9][CH:8]=1)[C:3](=[O:2])[NH:14][CH2:11]2. The yield is 0.890.